This data is from Reaction yield outcomes from USPTO patents with 853,638 reactions. The task is: Predict the reaction yield, written as a fraction of the theoretical maximum amount of product (1.0 means a 100% yield; for example, 0.34 means a 34% yield). (1) The reactants are [CH:1]1[CH:6]=[C:5]2[C:7]([NH:9][C:10]([NH:12][C:4]2=[CH:3][CH:2]=1)=O)=[O:8].C(Cl)(Cl)(Cl)Cl.CCN(C(C)C)C(C)C.P([O-])(OCC1C=CC=CC=1)OCC1C=CC=CC=1. The yield is 0.470. The catalyst is CC#N.CN(C1C=CN=CC=1)C. The product is [CH:1]1[CH:2]=[CH:3][C:4]2[N:12]=[CH:10][NH:9][C:7](=[O:8])[C:5]=2[CH:6]=1. (2) The reactants are [CH3:1][C:2]1[NH:6][C:5]2[C:7]([C:17]([O:19]C)=[O:18])=[CH:8][C:9]([N:11]3[CH2:16][CH2:15][O:14][CH2:13][CH2:12]3)=[CH:10][C:4]=2[N:3]=1.Br[CH2:22][C:23]1[CH:28]=[CH:27][CH:26]=[C:25]([Cl:29])[C:24]=1[CH3:30].C(=O)([O-])[O-].[K+].[K+].[OH-].[Li+]. The catalyst is CN(C)C=O.O1CCCC1.O. The product is [Cl:29][C:25]1[C:24]([CH3:30])=[C:23]([CH2:22][N:3]2[C:4]3[CH:10]=[C:9]([N:11]4[CH2:12][CH2:13][O:14][CH2:15][CH2:16]4)[CH:8]=[C:7]([C:17]([OH:19])=[O:18])[C:5]=3[N:6]=[C:2]2[CH3:1])[CH:28]=[CH:27][CH:26]=1. The yield is 0.349. (3) The reactants are [OH-].[Na+].C([O:5][C:6]([C:8]1[S:23][C:11]2=[N:12][C:13]([C:17]3[CH:22]=[CH:21][CH:20]=[CH:19][CH:18]=3)=[CH:14][C:15]([CH3:16])=[C:10]2[C:9]=1[NH:24][C:25]([NH:27]C(=O)C1C=CC=CC=1)=[S:26])=O)C.CN(C)C=O.I[CH2:42][CH3:43]. The catalyst is C(O)C. The product is [CH2:42]([S:26][C:25]1[NH:27][C:6](=[O:5])[C:8]2[S:23][C:11]3[N:12]=[C:13]([C:17]4[CH:18]=[CH:19][CH:20]=[CH:21][CH:22]=4)[CH:14]=[C:15]([CH3:16])[C:10]=3[C:9]=2[N:24]=1)[CH3:43]. The yield is 0.830. (4) The reactants are [OH-].[Na+].[NH:3]1[CH:7]=[CH:6][CH:5]=[CH:4]1.[C:8]1([S:14](Cl)(=[O:16])=[O:15])[CH:13]=[CH:12][CH:11]=[CH:10][CH:9]=1. The catalyst is C(Cl)Cl. The product is [C:8]1([S:14]([N:3]2[CH:7]=[CH:6][CH:5]=[CH:4]2)(=[O:16])=[O:15])[CH:13]=[CH:12][CH:11]=[CH:10][CH:9]=1. The yield is 0.600. (5) The product is [CH:23]([C@H:26]1[CH2:30][O:29][C:28](=[O:31])[N:27]1[C:2]1[CH:3]=[C:4]([CH:8]2[C:17]([CH3:19])([CH3:18])[CH2:16][C:15]3[C:10](=[CH:11][CH:12]=[C:13]([C:20]([OH:22])=[O:21])[CH:14]=3)[NH:9]2)[CH:5]=[CH:6][CH:7]=1)([CH3:25])[CH3:24]. The reactants are Br[C:2]1[CH:3]=[C:4]([CH:8]2[C:17]([CH3:19])([CH3:18])[CH2:16][C:15]3[C:10](=[CH:11][CH:12]=[C:13]([C:20]([OH:22])=[O:21])[CH:14]=3)[NH:9]2)[CH:5]=[CH:6][CH:7]=1.[CH:23]([C@H:26]1[CH2:30][O:29][C:28](=[O:31])[NH:27]1)([CH3:25])[CH3:24].Cl.CN(C)CC(O)=O.C(=O)([O-])[O-].[K+].[K+]. The yield is 0.800. The catalyst is CS(C)=O.[Cu]I. (6) The reactants are [NH2:1][C:2]1[N:7]=[CH:6][C:5]([O:8][C:9]2[CH:10]=[C:11]([NH:15][C:16]([C:18]3[N:22]([CH3:23])[N:21]=[C:20]([CH3:24])[CH:19]=3)=[O:17])[CH:12]=[CH:13][CH:14]=2)=[CH:4][CH:3]=1.[N:25]([C:28]([O:30][CH2:31][CH3:32])=[O:29])=[C:26]=[S:27]. The catalyst is CS(C)=O.O. The product is [CH3:23][N:22]1[C:18]([C:16]([NH:15][C:11]2[CH:10]=[C:9]([CH:14]=[CH:13][CH:12]=2)[O:8][C:5]2[CH:4]=[CH:3][C:2]([NH:1][C:26]([NH:25][C:28](=[O:29])[O:30][CH2:31][CH3:32])=[S:27])=[N:7][CH:6]=2)=[O:17])=[CH:19][C:20]([CH3:24])=[N:21]1. The yield is 0.990. (7) The reactants are [F:1][C:2]1[CH:7]=[CH:6][CH:5]=[CH:4][C:3]=1[C:8]1[C:9]2[C@@H:10]3[CH2:28][CH2:27][N:26](C(OC(C)(C)C)=O)[CH2:25][CH2:24][C@@H:11]3[N:12](C(OC(C)(C)C)=O)[C:13]=2[CH:14]=[CH:15][CH:16]=1.[ClH:36]. The catalyst is O1CCOCC1. The product is [ClH:36].[ClH:36].[F:1][C:2]1[CH:7]=[CH:6][CH:5]=[CH:4][C:3]=1[C:8]1[C:9]2[C@@H:10]3[CH2:28][CH2:27][NH:26][CH2:25][CH2:24][C@@H:11]3[NH:12][C:13]=2[CH:14]=[CH:15][CH:16]=1. The yield is 0.720.